From a dataset of Reaction yield outcomes from USPTO patents with 853,638 reactions. Predict the reaction yield, written as a fraction of the theoretical maximum amount of product (1.0 means a 100% yield; for example, 0.34 means a 34% yield). (1) The reactants are [C:1]([O:5][C:6]([N:8]1[CH2:12][CH2:11][CH2:10][C@H:9]1[CH2:13]OS(C)(=O)=O)=[O:7])([CH3:4])([CH3:3])[CH3:2].[I-:19].[Li+]. The catalyst is O1CCCC1. The product is [C:1]([O:5][C:6]([N:8]1[CH2:12][CH2:11][CH2:10][C@H:9]1[CH2:13][I:19])=[O:7])([CH3:4])([CH3:3])[CH3:2]. The yield is 0.786. (2) The reactants are [NH2:1][C:2]1[CH:7]=[C:6]([O:8][C:9]2[CH:14]=[CH:13][C:12]([NH:15][C:16](=[O:22])[O:17][C:18]([CH3:21])([CH3:20])[CH3:19])=[CH:11][C:10]=2[F:23])[CH:5]=[CH:4][N:3]=1.[C:24](Cl)(=[O:26])[CH3:25]. The catalyst is N1C=CC=CC=1.CCOC(C)=O. The product is [C:24]([NH:1][C:2]1[CH:7]=[C:6]([O:8][C:9]2[CH:14]=[CH:13][C:12]([NH:15][C:16](=[O:22])[O:17][C:18]([CH3:19])([CH3:20])[CH3:21])=[CH:11][C:10]=2[F:23])[CH:5]=[CH:4][N:3]=1)(=[O:26])[CH3:25]. The yield is 0.680. (3) The reactants are [C:1]([O:5][C:6]([N:8]1[CH2:13][CH2:12][CH:11](OC2C3C(=CC=CC=3)N(C3C=CC(Cl)=CC=3)N=2)[CH2:10][CH2:9]1)=[O:7])([CH3:4])([CH3:3])[CH3:2].[F:31][C:32]1[CH:40]=[CH:39][CH:38]=[C:37]2[C:33]=1[C:34]([OH:48])=[N:35][N:36]2[C:41]1[CH:46]=[CH:45][CH:44]=[CH:43][C:42]=1[F:47].CCN(P1(N(CC2C=CC=CC=2)CCCN1C)=NC(C)(C)C)CC.C=CC1C=CC=CC=1.C=CC1C=CC(C=C)=CC=1.C(OC(N1CCC(OS(C)(=O)=O)CC1)=O)(C)(C)C. The catalyst is CN(C=O)C. The product is [C:1]([O:5][C:6]([N:8]1[CH2:13][CH2:12][CH:11]([O:48][C:34]2[C:33]3[C:37](=[CH:38][CH:39]=[CH:40][C:32]=3[F:31])[N:36]([C:41]3[CH:46]=[CH:45][CH:44]=[CH:43][C:42]=3[F:47])[N:35]=2)[CH2:10][CH2:9]1)=[O:7])([CH3:4])([CH3:2])[CH3:3]. The yield is 0.510. (4) The reactants are [Cl:1][C:2]1[CH:7]=[CH:6][C:5]([C:8]2[C:12]3[CH2:13][N:14]([C:17](=[O:19])[CH3:18])[CH2:15][CH2:16][C:11]=3[N:10]([CH2:20][CH:21]3[CH2:23][O:22]3)[N:9]=2)=[CH:4][C:3]=1[N+:24]([O-:26])=[O:25].[O-]S(C(F)(F)F)(=O)=O.[Yb+3].[O-]S(C(F)(F)F)(=O)=O.[O-]S(C(F)(F)F)(=O)=O.[CH3:52][C:53]1[CH:58]=[CH:57][CH:56]=[CH:55][C:54]=1[N:59]1[CH2:64][CH2:63][NH:62][CH2:61][CH2:60]1. The catalyst is ClCCl.O. The product is [Cl:1][C:2]1[CH:7]=[CH:6][C:5]([C:8]2[C:12]3[CH2:13][N:14]([C:17](=[O:19])[CH3:18])[CH2:15][CH2:16][C:11]=3[N:10]([CH2:20][CH:21]([OH:22])[CH2:23][N:62]3[CH2:63][CH2:64][N:59]([C:54]4[CH:55]=[CH:56][CH:57]=[CH:58][C:53]=4[CH3:52])[CH2:60][CH2:61]3)[N:9]=2)=[CH:4][C:3]=1[N+:24]([O-:26])=[O:25]. The yield is 0.900.